From a dataset of Orexin1 receptor HTS with 218,158 compounds and 233 confirmed actives. Binary Classification. Given a drug SMILES string, predict its activity (active/inactive) in a high-throughput screening assay against a specified biological target. (1) The drug is S(=O)(=O)(NCc1ccc(OC)cc1)c1cc2NC(=O)C(Sc2cc1)C. The result is 0 (inactive). (2) The molecule is [O-][N+](=O)c1c(N2CC(CCC2)C)ccc(c1)C(=O)Nc1cc2OCOc2cc1. The result is 0 (inactive). (3) The molecule is Clc1cc(S(=O)(=O)N2CC(CCC2)C(=O)NC2CC2)ccc1OCC. The result is 0 (inactive). (4) The compound is s1c(C(N2CCOCC2)c2occc2)c(O)n2nc(nc12)C. The result is 0 (inactive). (5) The compound is O=C(c1ccccc1)c1[nH]cnc1. The result is 0 (inactive). (6) The drug is S(=O)(=O)(N(CC1Oc2c(C(=O)N(CC1C)C(CO)C)cc(NC(=O)Cn1nnnc1)cc2)C)c1ccccc1. The result is 0 (inactive).